This data is from NCI-60 drug combinations with 297,098 pairs across 59 cell lines. The task is: Regression. Given two drug SMILES strings and cell line genomic features, predict the synergy score measuring deviation from expected non-interaction effect. (1) Synergy scores: CSS=-0.0495, Synergy_ZIP=-0.718, Synergy_Bliss=-0.778, Synergy_Loewe=-1.41, Synergy_HSA=-1.56. Cell line: NCI/ADR-RES. Drug 2: C1=CC(=CC=C1C#N)C(C2=CC=C(C=C2)C#N)N3C=NC=N3. Drug 1: CN(C)N=NC1=C(NC=N1)C(=O)N. (2) Drug 1: C1=NC2=C(N=C(N=C2N1C3C(C(C(O3)CO)O)F)Cl)N. Drug 2: CNC(=O)C1=NC=CC(=C1)OC2=CC=C(C=C2)NC(=O)NC3=CC(=C(C=C3)Cl)C(F)(F)F. Cell line: A498. Synergy scores: CSS=1.58, Synergy_ZIP=-2.32, Synergy_Bliss=-5.15, Synergy_Loewe=-14.3, Synergy_HSA=-7.60. (3) Drug 1: C1=CN(C=N1)CC(O)(P(=O)(O)O)P(=O)(O)O. Drug 2: CC(C)CN1C=NC2=C1C3=CC=CC=C3N=C2N. Cell line: HOP-92. Synergy scores: CSS=0.0500, Synergy_ZIP=6.31, Synergy_Bliss=-1.39, Synergy_Loewe=1.25, Synergy_HSA=-1.40. (4) Drug 1: CNC(=O)C1=CC=CC=C1SC2=CC3=C(C=C2)C(=NN3)C=CC4=CC=CC=N4. Drug 2: CC1=CC2C(CCC3(C2CCC3(C(=O)C)OC(=O)C)C)C4(C1=CC(=O)CC4)C. Cell line: NCI-H322M. Synergy scores: CSS=-9.56, Synergy_ZIP=2.41, Synergy_Bliss=-3.64, Synergy_Loewe=-9.67, Synergy_HSA=-8.21.